From a dataset of CYP2C19 inhibition data for predicting drug metabolism from PubChem BioAssay. Regression/Classification. Given a drug SMILES string, predict its absorption, distribution, metabolism, or excretion properties. Task type varies by dataset: regression for continuous measurements (e.g., permeability, clearance, half-life) or binary classification for categorical outcomes (e.g., BBB penetration, CYP inhibition). Dataset: cyp2c19_veith. (1) The molecule is O=C(O)C[C@H](Cc1ccc2c(c1)OCO2)C(=O)O. The result is 0 (non-inhibitor). (2) The drug is O=C(CCCN1CCC(O)(c2ccc(Br)cc2)CC1)c1ccc(F)cc1. The result is 0 (non-inhibitor).